This data is from Forward reaction prediction with 1.9M reactions from USPTO patents (1976-2016). The task is: Predict the product of the given reaction. (1) The product is: [C@H:1]1([NH:10][C:11]2[C:12]3[CH:19]=[CH:18][N:17]([C@@H:20]4[CH2:21][C@@H:22]([CH2:26][O:27][S:44]([NH:47][C:48](=[O:54])[O:49][C:50]([CH3:52])([CH3:51])[CH3:53])(=[O:45])=[O:46])[C@@H:23]([OH:25])[CH2:24]4)[C:13]=3[N:14]=[CH:15][N:16]=2)[C:9]2[C:4](=[CH:5][CH:6]=[CH:7][CH:8]=2)[CH2:3][CH2:2]1. Given the reactants [C@H:1]1([NH:10][C:11]2[C:12]3[CH:19]=[CH:18][N:17]([C@H:20]4[CH2:24][C@H:23]([OH:25])[C@H:22]([CH2:26][OH:27])[CH2:21]4)[C:13]=3[N:14]=[CH:15][N:16]=2)[C:9]2[C:4](=[CH:5][CH:6]=[CH:7][CH:8]=2)[CH2:3][CH2:2]1.C(C1C=C(C)C=C(C(C)(C)C)N=1)(C)(C)C.Cl[S:44]([NH:47][C:48](=[O:54])[O:49][C:50]([CH3:53])([CH3:52])[CH3:51])(=[O:46])=[O:45], predict the reaction product. (2) Given the reactants [Cl:1][C:2](Cl)(Cl)[C:3]1[CH:8]=[CH:7][C:6]([S:9]([F:14])([F:13])([F:12])([F:11])[F:10])=[CH:5][CH:4]=1.C(O)(=[O:19])C.N#N.C1(P(C2C=CC=CC=2)C2C=CC=CC=2)C=CC=CC=1, predict the reaction product. The product is: [F:10][S:9]([F:14])([F:13])([F:12])([F:11])[C:6]1[CH:7]=[CH:8][C:3]([C:2]([Cl:1])=[O:19])=[CH:4][CH:5]=1. (3) Given the reactants [CH2:1]([N:8](C(=O)C(F)(F)F)[CH2:9][CH2:10][C:11]1[CH:16]=[CH:15][C:14]([S:17]([C:20]2[CH:21]=[CH:22][C:23]([OH:31])=[C:24]([CH:30]=2)[C:25]([O:27][CH2:28][CH3:29])=[O:26])(=[O:19])=[O:18])=[CH:13][CH:12]=1)[C:2]1[CH:7]=[CH:6][CH:5]=[CH:4][CH:3]=1.Cl, predict the reaction product. The product is: [CH2:1]([NH:8][CH2:9][CH2:10][C:11]1[CH:12]=[CH:13][C:14]([S:17]([C:20]2[CH:21]=[CH:22][C:23]([OH:31])=[C:24]([CH:30]=2)[C:25]([O:27][CH2:28][CH3:29])=[O:26])(=[O:19])=[O:18])=[CH:15][CH:16]=1)[C:2]1[CH:7]=[CH:6][CH:5]=[CH:4][CH:3]=1. (4) Given the reactants [C:1]([C:3]1[CH:4]=[C:5]([C:9](=O)[CH2:10][C:11]([NH:13][C:14]2[CH:19]=[C:18]([N:20]3[CH:24]=[CH:23][CH:22]=[CH:21]3)[CH:17]=[CH:16][C:15]=2[N+:25]([O-])=O)=[O:12])[CH:6]=[CH:7][CH:8]=1)#[N:2].O.O.Cl[Sn]Cl, predict the reaction product. The product is: [O:12]=[C:11]1[CH2:10][C:9]([C:5]2[CH:4]=[C:3]([CH:8]=[CH:7][CH:6]=2)[C:1]#[N:2])=[N:25][C:15]2[CH:16]=[CH:17][C:18]([N:20]3[CH:24]=[CH:23][CH:22]=[CH:21]3)=[CH:19][C:14]=2[NH:13]1. (5) The product is: [C:13]([NH:17][C:18](=[O:21])[CH:19]=[CH2:20])([CH3:16])([CH3:15])[CH3:14].[C:22]([NH2:26])(=[O:25])[CH:23]=[CH2:24]. Given the reactants [Cl-].C[N+](C)(C)CCOC(=O)C=C.[C:13]([NH:17][C:18](=[O:21])[CH:19]=[CH2:20])([CH3:16])([CH3:15])[CH3:14].[C:22]([NH2:26])(=[O:25])[CH:23]=[CH2:24], predict the reaction product. (6) Given the reactants [Cl:1][C:2]1[N:7]=[C:6]([NH:8][C:9]2[CH:10]=[C:11]3[C:15](=[CH:16][CH:17]=2)[NH:14][N:13]=[CH:12]3)[CH:5]=[C:4](Cl)[N:3]=1.[CH3:19][N:20]1[CH2:25][CH2:24][NH:23][CH2:22][CH2:21]1, predict the reaction product. The product is: [Cl:1][C:2]1[N:7]=[C:6]([NH:8][C:9]2[CH:10]=[C:11]3[C:15](=[CH:16][CH:17]=2)[NH:14][N:13]=[CH:12]3)[CH:5]=[C:4]([N:23]2[CH2:24][CH2:25][N:20]([CH3:19])[CH2:21][CH2:22]2)[N:3]=1. (7) Given the reactants C(=O)([O-])[O-].[K+].[K+].Cl.[C:8](=[NH:12])([NH2:11])[CH2:9][CH3:10].[Cl:13][C:14]1[CH:15]=[C:16]([CH:30]=[CH:31][C:32]=1[C:33]([F:36])([F:35])[F:34])[CH2:17][CH:18]([C:24](=O)[C:25]([F:28])([F:27])[F:26])[C:19](OCC)=[O:20], predict the reaction product. The product is: [Cl:13][C:14]1[CH:15]=[C:16]([CH:30]=[CH:31][C:32]=1[C:33]([F:34])([F:35])[F:36])[CH2:17][C:18]1[C:19](=[O:20])[NH:12][C:8]([CH2:9][CH3:10])=[N:11][C:24]=1[C:25]([F:27])([F:28])[F:26]. (8) Given the reactants FC(F)(F)C(O)=O.[NH2:8][C@@H:9]([CH2:13][CH2:14][CH3:15])[CH2:10][CH2:11][OH:12].[NH2:16][C:17]1[N:22]=[C:21](OS(C2C(C)=CC(C)=CC=2C)(=O)=O)[C:20]([CH2:36][C:37]2[CH:58]=[CH:57][C:40]([O:41][CH2:42][CH2:43][CH2:44][N:45]3[CH2:49][CH2:48][CH2:47][C@@H:46]3[C:50]([O:52][C:53]([CH3:56])([CH3:55])[CH3:54])=[O:51])=[CH:39][C:38]=2[O:59][CH3:60])=[C:19]([CH3:61])[N:18]=1, predict the reaction product. The product is: [NH2:16][C:17]1[N:22]=[C:21]([NH:8][C@@H:9]([CH2:13][CH2:14][CH3:15])[CH2:10][CH2:11][OH:12])[C:20]([CH2:36][C:37]2[CH:58]=[CH:57][C:40]([O:41][CH2:42][CH2:43][CH2:44][N:45]3[CH2:49][CH2:48][CH2:47][C@@H:46]3[C:50]([O:52][C:53]([CH3:56])([CH3:55])[CH3:54])=[O:51])=[CH:39][C:38]=2[O:59][CH3:60])=[C:19]([CH3:61])[N:18]=1. (9) Given the reactants [OH:1][CH:2]([CH2:24][NH:25][CH2:26][C:27]1[CH:32]=[CH:31][CH:30]=[C:29]([C:33]([F:36])([F:35])[F:34])[CH:28]=1)[CH2:3][O:4][C:5]1[CH:14]=[C:13]2[C:8]([C:9](=[O:23])[C:10]([C:15]3[CH:20]=[CH:19][C:18]([O:21]C)=[CH:17][CH:16]=3)=[CH:11][O:12]2)=[CH:7][CH:6]=1.B(Br)(Br)Br, predict the reaction product. The product is: [OH:21][C:18]1[CH:17]=[CH:16][C:15]([C:10]2[C:9](=[O:23])[C:8]3[C:13](=[CH:14][C:5]([O:4][CH2:3][CH:2]([OH:1])[CH2:24][NH:25][CH2:26][C:27]4[CH:32]=[CH:31][CH:30]=[C:29]([C:33]([F:36])([F:34])[F:35])[CH:28]=4)=[CH:6][CH:7]=3)[O:12][CH:11]=2)=[CH:20][CH:19]=1.